Dataset: Full USPTO retrosynthesis dataset with 1.9M reactions from patents (1976-2016). Task: Predict the reactants needed to synthesize the given product. (1) Given the product [Br:1][C:2]1[CH:3]=[C:4]([CH3:21])[CH:5]=[C:6]2[C:11]=1[NH:10][CH:9]([C:12]([F:14])([F:15])[F:13])[C:8]([C:16]([OH:18])=[O:17])=[CH:7]2, predict the reactants needed to synthesize it. The reactants are: [Br:1][C:2]1[CH:3]=[C:4]([CH3:21])[CH:5]=[C:6]2[C:11]=1[NH:10][CH:9]([C:12]([F:15])([F:14])[F:13])[C:8]([C:16]([O:18]CC)=[O:17])=[CH:7]2.[OH-].[Li+].Cl.C(OCC)C. (2) Given the product [CH3:38][C:39]1[N:40]=[CH:41][N:42]([C:44]2[CH:45]=[C:46]([NH:47][C:11]3[C:10]4[C:15](=[C:6]([C:2]5[S:1][CH:5]=[CH:4][CH:3]=5)[CH:7]=[CH:8][CH:9]=4)[N:14]=[CH:13][N:12]=3)[CH:48]=[CH:49][CH:50]=2)[CH:43]=1, predict the reactants needed to synthesize it. The reactants are: [S:1]1[CH:5]=[CH:4][CH:3]=[C:2]1[C:6]1[CH:7]=[CH:8][CH:9]=[C:10]2[C:15]=1[N:14]=[CH:13][N:12]=[C:11]2O.P(Cl)(Cl)(Cl)=O.ClC1C2C(=C(C3SC=CC=3)C=CC=2)N=CN=1.[CH3:38][C:39]1[N:40]=[CH:41][N:42]([C:44]2[CH:45]=[C:46]([CH:48]=[CH:49][CH:50]=2)[NH2:47])[CH:43]=1.C(=O)([O-])O.[Na+].